Dataset: Full USPTO retrosynthesis dataset with 1.9M reactions from patents (1976-2016). Task: Predict the reactants needed to synthesize the given product. (1) Given the product [CH3:1][O:3][C:4]([CH:6]([P:22]([O:27][CH3:28])([O:24][CH3:25])=[O:23])[O:7][C@@H:8]1[CH2:12][C@H:11]([N:13]2[CH:21]=[CH:19][C:17](=[O:18])[NH:16][C:14]2=[O:15])[CH2:10][CH2:9]1)=[O:5], predict the reactants needed to synthesize it. The reactants are: [CH2:1]([O:3][C:4]([CH:6]([P:22]([O:27][CH2:28]C)([O:24][CH2:25]C)=[O:23])[O:7][C@@H:8]1[CH2:12][C@H:11]([N:13]2[CH:21]=[C:19](C)[C:17](=[O:18])[NH:16][C:14]2=[O:15])[CH:10]=[CH:9]1)=[O:5])C.ClCCl.CC(O)C.CCCCCC. (2) Given the product [ClH:49].[ClH:49].[N:25]1([C:23]2[CH:22]=[CH:21][N:20]=[C:19]3[NH:18][N:17]=[C:16]([O:15][CH2:14][CH:12]([OH:13])[CH2:11][OH:10])[C:24]=23)[CH2:30][CH2:29][NH:28][CH2:27][CH2:26]1, predict the reactants needed to synthesize it. The reactants are: C(O)(C(F)(F)F)=O.CC1(C)[O:13][CH:12]([CH2:14][O:15][C:16]2[C:24]3[C:19](=[N:20][CH:21]=[CH:22][C:23]=3[N:25]3[CH2:30][CH2:29][N:28](C(OC(C)(C)C)=O)[CH2:27][CH2:26]3)[N:18](CC3C=CC(OC)=CC=3)[N:17]=2)[CH2:11][O:10]1.C(Cl)[Cl:49]. (3) Given the product [NH2:15][CH2:19][C@@H:20]([NH:27][C:8]([C:4]1[S:5][CH:6]=[C:2]([C:36]2[N:32]([CH3:29])[N:46]=[CH:38][CH:37]=2)[CH:3]=1)=[O:10])[C:21]1[CH:22]=[CH:23][CH:24]=[CH:25][CH:26]=1, predict the reactants needed to synthesize it. The reactants are: Br[C:2]1[CH:3]=[C:4]([C:8]([OH:10])=O)[S:5][C:6]=1Br.CC([N:15]([CH2:19][C@@H:20]([NH2:27])[C:21]1[CH:26]=[CH:25][CH:24]=[CH:23][CH:22]=1)C(=O)[O-])(C)C.C[C:29]([N:32]([CH2:36][CH2:37][CH:38]([NH2:46])CC1C=CC=CC=1)C(=O)[O-])(C)C. (4) Given the product [CH3:1][O:2][C:3](=[O:11])[C:4]1[CH:9]=[CH:8][C:7]([NH:10][C:13](=[O:12])[CH3:14])=[N:6][CH:5]=1, predict the reactants needed to synthesize it. The reactants are: [CH3:1][O:2][C:3](=[O:11])[C:4]1[CH:9]=[CH:8][C:7]([NH2:10])=[N:6][CH:5]=1.[O:12]1CCO[CH2:14][CH2:13]1.C(OC(=O)C)(=O)C. (5) Given the product [C:43]([O:42][C:40]([N:37]1[CH2:36][CH2:35][CH:34]([C:31]2[CH:30]=[CH:29][C:28]([NH:27][C:19]3[N:18]=[C:17]([CH2:16][CH2:15][C:10]4[C:9]([CH2:8][C:7]([O-:47])=[O:6])=[CH:14][N:13]=[CH:12][N:11]=4)[C:22]([C:23]([F:26])([F:25])[F:24])=[CH:21][N:20]=3)=[CH:33][CH:32]=2)[CH2:39][CH2:38]1)=[O:41])([CH3:46])([CH3:44])[CH3:45].[Li+:2], predict the reactants needed to synthesize it. The reactants are: O[Li:2].O.C([O:6][C:7](=[O:47])[CH2:8][C:9]1[C:10]([CH2:15][CH2:16][C:17]2[C:22]([C:23]([F:26])([F:25])[F:24])=[CH:21][N:20]=[C:19]([NH:27][C:28]3[CH:33]=[CH:32][C:31]([CH:34]4[CH2:39][CH2:38][N:37]([C:40]([O:42][C:43]([CH3:46])([CH3:45])[CH3:44])=[O:41])[CH2:36][CH2:35]4)=[CH:30][CH:29]=3)[N:18]=2)=[N:11][CH:12]=[N:13][CH:14]=1)C. (6) Given the product [I:8][C:9]1[CH:14]=[CH:13][CH:12]=[C:11]([O:15][CH2:17][O:18][CH3:19])[CH:10]=1, predict the reactants needed to synthesize it. The reactants are: [H-].[Na+].CN(C)C=O.[I:8][C:9]1[CH:10]=[C:11]([OH:15])[CH:12]=[CH:13][CH:14]=1.Br[CH2:17][O:18][CH3:19]. (7) Given the product [CH:2]1([O:10][C:11]2[CH:12]=[C:13]([C:19]3[NH:20][N:21]([C:25]4[CH:36]=[CH:35][C:31]([C:32]([OH:34])=[O:33])=[CH:30][CH:29]=4)[C:22](=[O:24])[CH:23]=3)[CH:14]=[CH:15][C:16]=2[O:17][CH3:18])[CH2:3][CH2:4][CH2:9][CH2:1]1, predict the reactants needed to synthesize it. The reactants are: [CH2:1]1[C:9]2[C:4](=CC=CC=2)[CH2:3][CH:2]1[O:10][C:11]1[CH:12]=[C:13]([C:19]2[NH:20][N:21]([CH3:25])[C:22](=[O:24])[CH:23]=2)[CH:14]=[CH:15][C:16]=1[O:17][CH3:18].N(C1[CH:36]=[CH:35][C:31]([C:32]([OH:34])=[O:33])=[CH:30][CH:29]=1)N.O.NN. (8) Given the product [Cl:1][CH2:2][CH2:3][CH2:4][CH2:5][CH2:6][CH:7]1[CH2:24][C@@:22]2([CH3:23])[C@@H:18]([CH2:19][CH2:20][C:21]2=[O:25])[C@H:17]2[C@H:8]1[C:9]1[CH:10]=[CH:11][C:12]([OH:26])=[CH:13][C:14]=1[CH2:15][CH2:16]2, predict the reactants needed to synthesize it. The reactants are: [Cl:1][CH2:2][CH2:3][CH2:4][CH2:5][CH2:6][CH:7]1[CH2:24][C@@:22]2([CH3:23])[C@@H:18]([CH2:19][CH2:20][C:21]2=[O:25])[C@H:17]2[C:8]1=[C:9]1[C:14]([CH2:15][CH2:16]2)=[CH:13][C:12](=[O:26])[CH2:11][CH2:10]1. (9) The reactants are: [NH:1]1[C:10]2[C:5](=[CH:6][CH:7]=[N:8][CH:9]=2)[CH:4]=[CH:3][C:2]1=[O:11].[CH2:12](Br)[C:13]1[CH:18]=[CH:17][CH:16]=[CH:15][CH:14]=1.[BH4-].[Na+].Cl.[OH-].[Na+]. Given the product [CH2:12]([N:8]1[CH2:9][C:10]2[NH:1][C:2](=[O:11])[CH:3]=[CH:4][C:5]=2[CH2:6][CH2:7]1)[C:13]1[CH:18]=[CH:17][CH:16]=[CH:15][CH:14]=1, predict the reactants needed to synthesize it. (10) Given the product [Cl:28][C:10]1[CH:11]=[C:12]([C:16]([N:18]2[C:23]3[CH:24]=[CH:25][CH:26]=[CH:27][C:22]=3[O:21][CH2:20][CH2:19]2)=[S:17])[CH:13]=[C:14]([Cl:15])[C:9]=1[OH:8], predict the reactants needed to synthesize it. The reactants are: C([O:8][C:9]1[C:14]([Cl:15])=[CH:13][C:12]([C:16]([N:18]2[C:23]3[CH:24]=[CH:25][CH:26]=[CH:27][C:22]=3[O:21][CH2:20][CH2:19]2)=[S:17])=[CH:11][C:10]=1[Cl:28])C1C=CC=CC=1.FC(F)(F)C(O)=O.